This data is from Reaction yield outcomes from USPTO patents with 853,638 reactions. The task is: Predict the reaction yield, written as a fraction of the theoretical maximum amount of product (1.0 means a 100% yield; for example, 0.34 means a 34% yield). (1) The reactants are FC(F)(F)C(O)=[O:4].[NH2:8][CH:9]1[C:13]([CH3:15])([CH3:14])[CH:12]([CH2:16]I)[O:11][C:10]1=[O:18].[OH-].[K+].[C:21](O[C:21]([O:23][C:24]([CH3:27])([CH3:26])[CH3:25])=[O:22])([O:23][C:24]([CH3:27])([CH3:26])[CH3:25])=[O:22].[OH-].[Na+].Cl. The catalyst is C1COCC1. The product is [C:24]([O:23][C:21]([N:8]1[CH2:16][CH:12]([OH:11])[C:13]([CH3:15])([CH3:14])[CH:9]1[C:10]([OH:18])=[O:4])=[O:22])([CH3:27])([CH3:26])[CH3:25]. The yield is 0.893. (2) The reactants are Cl.[Br:2][C:3]1[C:7]2=[N:8][CH:9]=[C:10]([C:12]([OH:14])=O)[CH:11]=[C:6]2[NH:5][CH:4]=1.Cl.[C:16]([N:20]1[CH:33]=[C:32]2[C:22]([C:23](=[O:34])[CH2:24][C:25]3([CH2:31]2)[CH2:30][CH2:29][NH:28][CH2:27][CH2:26]3)=[N:21]1)([CH3:19])([CH3:18])[CH3:17].C(N(CC)CC)C.ON1C2C=CC=CC=2N=N1.Cl.CN(C)CCCN=C=NCC. The catalyst is ClCCl.C(OCC)(=O)C.CN(C)C=O. The product is [Br:2][C:3]1[C:7]2=[N:8][CH:9]=[C:10]([C:12]([N:28]3[CH2:27][CH2:26][C:25]4([CH2:24][C:23](=[O:34])[C:22]5[C:32](=[CH:33][N:20]([C:16]([CH3:19])([CH3:18])[CH3:17])[N:21]=5)[CH2:31]4)[CH2:30][CH2:29]3)=[O:14])[CH:11]=[C:6]2[NH:5][CH:4]=1. The yield is 0.710.